From a dataset of Reaction yield outcomes from USPTO patents with 853,638 reactions. Predict the reaction yield, written as a fraction of the theoretical maximum amount of product (1.0 means a 100% yield; for example, 0.34 means a 34% yield). (1) The reactants are [F:1][C:2]1[CH:3]=[CH:4][CH:5]=[C:6]2[C:10]=1[N:9]([CH3:11])[CH:8]=[C:7]2[CH2:12][NH:13][CH3:14].CNCC1C2C=CC=CC=2N2CCCC=12.[NH2:30][C:31]1[N:36]=[CH:35][C:34](/[CH:37]=[CH:38]/[C:39]([OH:41])=O)=[CH:33][CH:32]=1.Cl.O=C1NC2N=CC(/C=C/C(O)=O)=CC=2CC1. No catalyst specified. The product is [NH2:30][C:31]1[N:36]=[CH:35][C:34](/[CH:37]=[CH:38]/[C:39]([N:13]([CH2:12][C:7]2[C:6]3[C:10](=[C:2]([F:1])[CH:3]=[CH:4][CH:5]=3)[N:9]([CH3:11])[CH:8]=2)[CH3:14])=[O:41])=[CH:33][CH:32]=1. The yield is 0.270. (2) The reactants are C[O:2][C:3](=[O:24])[C:4]1[CH:9]=[C:8]([C:10]2[S:11][CH:12]=[C:13]([C:15]3[CH:20]=[CH:19][C:18]([Cl:21])=[C:17]([Cl:22])[CH:16]=3)[N:14]=2)[CH:7]=[CH:6][C:5]=1Br.[Cl:25][C:26]1[CH:31]=[CH:30][C:29]([CH3:32])=[C:28]([F:33])[C:27]=1B(O)O. No catalyst specified. The product is [Cl:25][C:26]1[CH:31]=[CH:30][C:29]([CH3:32])=[C:28]([F:33])[C:27]=1[C:5]1[C:4]([C:3]([OH:2])=[O:24])=[CH:9][C:8]([C:10]2[S:11][CH:12]=[C:13]([C:15]3[CH:20]=[CH:19][C:18]([Cl:21])=[C:17]([Cl:22])[CH:16]=3)[N:14]=2)=[CH:7][CH:6]=1. The yield is 0.0200. (3) The reactants are [CH:1]([C:4]1[CH:9]=[CH:8][C:7]([C:10]2[C:14]3[C:15]([CH3:21])=[CH:16][C:17]([CH3:20])=[C:18]([CH3:19])[C:13]=3[O:12][C:11]=2[CH3:22])=[CH:6][CH:5]=1)([CH3:3])[CH3:2]. The catalyst is CO. The product is [CH:1]([C:4]1[CH:5]=[CH:6][C:7]([C@H:10]2[C:14]3[C:15]([CH3:21])=[CH:16][C:17]([CH3:20])=[C:18]([CH3:19])[C:13]=3[O:12][C@H:11]2[CH3:22])=[CH:8][CH:9]=1)([CH3:3])[CH3:2]. The yield is 0.630. (4) The product is [NH:1]1[C:5]2[CH:6]=[CH:7][CH:8]=[CH:9][C:4]=2[N:3]=[C:2]1[CH2:10][N:11]([CH2:22][C:23]1[CH:30]=[CH:29][C:26]([CH2:27][N:31]2[CH2:36][CH2:35][O:34][CH2:33][CH2:32]2)=[CH:25][CH:24]=1)[CH:12]1[C:21]2[N:20]=[CH:19][CH:18]=[CH:17][C:16]=2[CH2:15][CH2:14][CH2:13]1. The reactants are [NH:1]1[C:5]2[CH:6]=[CH:7][CH:8]=[CH:9][C:4]=2[N:3]=[C:2]1[CH2:10][N:11]([CH2:22][C:23]1[CH:30]=[CH:29][C:26]([CH:27]=O)=[CH:25][CH:24]=1)[CH:12]1[C:21]2[N:20]=[CH:19][CH:18]=[CH:17][C:16]=2[CH2:15][CH2:14][CH2:13]1.[NH:31]1[CH2:36][CH2:35][O:34][CH2:33][CH2:32]1.C([BH3-])#N.[Na+]. The yield is 0.0700. The catalyst is CO. (5) The reactants are [I:1][C:2]1[C:10]2[C:5](=[CH:6][CH:7]=[CH:8][C:9]=2[N+:11]([O-:13])=[O:12])[NH:4][N:3]=1.C(=O)([O-])[O-].[K+].[K+].Cl.Cl[CH2:22][C:23]1[S:24][CH:25]=[C:26]([CH3:28])[N:27]=1. The catalyst is CN(C=O)C. The product is [I:1][C:2]1[C:10]2[C:5](=[CH:6][CH:7]=[CH:8][C:9]=2[N+:11]([O-:13])=[O:12])[N:4]([CH2:22][C:23]2[S:24][CH:25]=[C:26]([CH3:28])[N:27]=2)[N:3]=1. The yield is 0.600. (6) The reactants are [N+:1]([C:4]1[CH:5]=[C:6]([C:15]2[CH:20]=[CH:19][C:18]([C:21]([F:24])([F:23])[F:22])=[CH:17][CH:16]=2)[CH:7]=[C:8]2[C:13]=1[NH:12][C:11](=[O:14])[CH2:10][CH2:9]2)([O-])=O.[H][H]. The catalyst is C(O)C.[Pd]. The product is [NH2:1][C:4]1[CH:5]=[C:6]([C:15]2[CH:20]=[CH:19][C:18]([C:21]([F:24])([F:22])[F:23])=[CH:17][CH:16]=2)[CH:7]=[C:8]2[C:13]=1[NH:12][C:11](=[O:14])[CH2:10][CH2:9]2. The yield is 0.0900. (7) The reactants are [CH2:1]1[C:10]2[C:5](=[CH:6][CH:7]=[CH:8][CH:9]=2)[CH2:4][CH:3]([CH2:11][N:12]2[CH2:17][CH2:16][C:15]3([C:25]4[C:20](=[CH:21][CH:22]=[CH:23][CH:24]=4)[CH2:19][CH2:18]3)[CH2:14][CH2:13]2)[NH:2]1.C(N(CC)CC)C.[C:33](Cl)(=[O:35])[CH3:34]. The catalyst is C(Cl)Cl. The product is [C:33]([N:2]1[CH:3]([CH2:11][N:12]2[CH2:13][CH2:14][C:15]3([C:25]4[C:20](=[CH:21][CH:22]=[CH:23][CH:24]=4)[CH2:19][CH2:18]3)[CH2:16][CH2:17]2)[CH2:4][C:5]2[C:10](=[CH:9][CH:8]=[CH:7][CH:6]=2)[CH2:1]1)(=[O:35])[CH3:34]. The yield is 0.925.